From a dataset of Reaction yield outcomes from USPTO patents with 853,638 reactions. Predict the reaction yield, written as a fraction of the theoretical maximum amount of product (1.0 means a 100% yield; for example, 0.34 means a 34% yield). (1) The reactants are [NH2:1][C:2]1[CH:7]=[CH:6][CH:5]=[CH:4][C:3]=1[SH:8].[OH-].[Na+].Br[CH2:12][CH2:13][Cl:14]. The catalyst is C(O)C.O.C(OCC)(=O)C. The product is [Cl:14][CH2:13][CH2:12][S:8][C:3]1[CH:4]=[CH:5][CH:6]=[CH:7][C:2]=1[NH2:1]. The yield is 0.970. (2) The reactants are [C:1]([C:9]1[CH:10]=[C:11]2[C:16](=[C:17]([O:19]CC3C=CC=CC=3)[CH:18]=1)[N:15]=[CH:14][NH:13][C:12]2=[O:27])(=[O:8])[C:2]1[CH:7]=[CH:6][CH:5]=[CH:4][CH:3]=1.B(Br)(Br)Br. The catalyst is ClCCl. The product is [C:1]([C:9]1[CH:10]=[C:11]2[C:16](=[C:17]([OH:19])[CH:18]=1)[N:15]=[CH:14][NH:13][C:12]2=[O:27])(=[O:8])[C:2]1[CH:3]=[CH:4][CH:5]=[CH:6][CH:7]=1. The yield is 0.520.